This data is from Full USPTO retrosynthesis dataset with 1.9M reactions from patents (1976-2016). The task is: Predict the reactants needed to synthesize the given product. (1) Given the product [CH3:1][O:2][C:3]([C:5]1[S:6][C:7]([CH:31]2[CH2:36][CH2:35][C:34]([CH3:38])([CH3:37])[CH2:33][CH2:32]2)=[CH:8][C:9]=1[N:10]([C@H:20]1[CH2:25][CH2:24][C@H:23]([N:39]=[N+:40]=[N-:41])[CH2:22][CH2:21]1)[C:11]([C@H:13]1[CH2:18][CH2:17][C@H:16]([CH3:19])[CH2:15][CH2:14]1)=[O:12])=[O:4], predict the reactants needed to synthesize it. The reactants are: [CH3:1][O:2][C:3]([C:5]1[S:6][C:7]([CH:31]2[CH2:36][CH2:35][C:34]([CH3:38])([CH3:37])[CH2:33][CH2:32]2)=[CH:8][C:9]=1[N:10]([C@H:20]1[CH2:25][CH2:24][C@@H:23](OS(C)(=O)=O)[CH2:22][CH2:21]1)[C:11]([C@H:13]1[CH2:18][CH2:17][C@H:16]([CH3:19])[CH2:15][CH2:14]1)=[O:12])=[O:4].[N-:39]=[N+:40]=[N-:41].[Na+]. (2) Given the product [N:8]1([C:4]2[N:5]=[CH:6][N:7]=[C:2]([O:25][C@H:24]3[CH2:23][CH2:22][N:21]([C:26]([O:28][C:29]([CH3:31])([CH3:30])[CH3:32])=[O:27])[CH2:20][C@H:19]3[F:18])[C:3]=2[CH3:17])[C:16]2[C:11](=[N:12][CH:13]=[CH:14][CH:15]=2)[CH2:10][CH2:9]1, predict the reactants needed to synthesize it. The reactants are: Cl[C:2]1[N:7]=[CH:6][N:5]=[C:4]([N:8]2[C:16]3[C:11](=[N:12][CH:13]=[CH:14][CH:15]=3)[CH2:10][CH2:9]2)[C:3]=1[CH3:17].[F:18][C@H:19]1[C@@H:24]([OH:25])[CH2:23][CH2:22][N:21]([C:26]([O:28][C:29]([CH3:32])([CH3:31])[CH3:30])=[O:27])[CH2:20]1.C(=O)([O-])[O-].[Cs+].[Cs+].C(#N)C. (3) Given the product [CH3:28][N:29]1[CH2:34][CH2:33][N:32]([C:35]2[CH:42]=[CH:41][C:38]([C:39]3[NH:25][C:24]4[CH:23]=[CH:22][C:6]([NH:7][C:8](=[O:21])[C:9]5[CH:14]=[CH:13][C:12]([N:15]6[CH2:20][CH2:19][O:18][CH2:17][CH2:16]6)=[CH:11][CH:10]=5)=[CH:5][C:4]=4[N:1]=3)=[CH:37][CH:36]=2)[CH2:31][CH2:30]1, predict the reactants needed to synthesize it. The reactants are: [N+:1]([C:4]1[CH:5]=[C:6]([CH:22]=[CH:23][C:24]=1[N+:25]([O-])=O)[NH:7][C:8](=[O:21])[C:9]1[CH:14]=[CH:13][C:12]([N:15]2[CH2:20][CH2:19][O:18][CH2:17][CH2:16]2)=[CH:11][CH:10]=1)([O-])=O.[CH3:28][N:29]1[CH2:34][CH2:33][N:32]([C:35]2[CH:42]=[CH:41][C:38]([CH:39]=O)=[CH:37][CH:36]=2)[CH2:31][CH2:30]1. (4) Given the product [CH3:22][C:20]1[CH:21]=[CH:16][C:17]([S:23][C:24]2[CH:29]=[CH:28][C:27]([NH:30][C:31](=[O:33])[CH3:32])=[CH:26][CH:25]=2)=[C:18]([NH:2][C:1]2[C:3]3[S:7][C:6]([S:8][CH3:9])=[N:5][C:4]=3[N:10]=[CH:11][N:12]=2)[CH:19]=1, predict the reactants needed to synthesize it. The reactants are: [C:1]([C:3]1[S:7][C:6]([S:8][CH3:9])=[N:5][C:4]=1[N:10]=[CH:11][N:12](C)C)#[N:2].N[C:16]1[CH:21]=[C:20]([CH3:22])[CH:19]=[CH:18][C:17]=1[S:23][C:24]1[CH:29]=[CH:28][C:27]([NH:30][C:31](=[O:33])[CH3:32])=[CH:26][CH:25]=1.NC1C=C(OCC2C=CC=C(Br)C=2)C=CC=1SC1C=CC(O)=CC=1. (5) Given the product [CH3:1][C:2]1[CH:3]=[N:4][CH:5]=[CH:6][C:7]=1[C:12]#[N:13], predict the reactants needed to synthesize it. The reactants are: [CH3:1][C:2]1[CH:3]=[N+:4]([O-])[CH:5]=[CH:6][CH:7]=1.ICC.[C-:12]#[N:13].[K+]. (6) Given the product [Cl:26][C:9]1[CH:10]=[C:11]2[C:15](=[C:7]([CH:5]([O:51][CH2:50][C:37]3([C:34]4[CH:33]=[CH:32][C:31]([F:30])=[CH:36][CH:35]=4)[CH2:38][CH2:39][N:40]([C:43]([O:45][C:46]([CH3:47])([CH3:48])[CH3:49])=[O:44])[CH2:41][CH2:42]3)[CH3:6])[CH:8]=1)[N:14]([CH2:16][O:17][CH2:18][CH2:19][Si:20]([CH3:23])([CH3:22])[CH3:21])[CH:13]=[C:12]2[C:24]#[N:25], predict the reactants needed to synthesize it. The reactants are: ClC(Cl)(Cl)C(=N)O[CH:5]([C:7]1[CH:8]=[C:9]([Cl:26])[CH:10]=[C:11]2[C:15]=1[N:14]([CH2:16][O:17][CH2:18][CH2:19][Si:20]([CH3:23])([CH3:22])[CH3:21])[CH:13]=[C:12]2[C:24]#[N:25])[CH3:6].[F:30][C:31]1[CH:36]=[CH:35][C:34]([C:37]2([CH2:50][OH:51])[CH2:42][CH2:41][N:40]([C:43]([O:45][C:46]([CH3:49])([CH3:48])[CH3:47])=[O:44])[CH2:39][CH2:38]2)=[CH:33][CH:32]=1. (7) Given the product [F:28][C:23]1[CH:24]=[CH:25][CH:26]=[CH:27][C:22]=1[C@@H:20]([S:19][C:9]1[N:10]=[C:11]([NH:12][C@H:13]([CH2:16][CH2:17][CH3:18])[CH2:14][OH:15])[C:6]2[S:5][C:4]([O:1][CH3:30])=[N:29][C:7]=2[N:8]=1)[CH3:21], predict the reactants needed to synthesize it. The reactants are: [OH-:1].[K+].Cl[C:4]1[S:5][C:6]2[C:11]([NH:12][C@H:13]([CH2:16][CH2:17][CH3:18])[CH2:14][OH:15])=[N:10][C:9]([S:19][C@H:20]([C:22]3[CH:27]=[CH:26][CH:25]=[CH:24][C:23]=3[F:28])[CH3:21])=[N:8][C:7]=2[N:29]=1.[CH3:30]O.